From a dataset of Full USPTO retrosynthesis dataset with 1.9M reactions from patents (1976-2016). Predict the reactants needed to synthesize the given product. (1) Given the product [C:30]([C:27]1[CH:28]=[CH:29][C:24]([N:21]2[CH2:22][CH2:23][N:18]([C:16]([NH:3][C:2]#[N:1])=[O:15])[CH2:19][CH2:20]2)=[N:25][C:26]=1[O:33][C:34]1[CH:39]=[CH:38][C:37]([O:40][C:41]2[CH:46]=[CH:45][CH:44]=[CH:43][CH:42]=2)=[CH:36][CH:35]=1)(=[O:32])[NH2:31], predict the reactants needed to synthesize it. The reactants are: [N:1]#[C:2][NH2:3].[H-].[Na+].[N+](C1C=CC([O:15][C:16]([N:18]2[CH2:23][CH2:22][N:21]([C:24]3[CH:29]=[CH:28][C:27]([C:30](=[O:32])[NH2:31])=[C:26]([O:33][C:34]4[CH:39]=[CH:38][C:37]([O:40][C:41]5[CH:46]=[CH:45][CH:44]=[CH:43][CH:42]=5)=[CH:36][CH:35]=4)[N:25]=3)[CH2:20][CH2:19]2)=O)=CC=1)([O-])=O. (2) Given the product [Cl:25][C:24]1[N:10]2[CH:11]=[C:12]([C:19]3[CH2:23][CH2:22][CH2:21][CH:20]=3)[CH:13]=[C:14]([C:15]([F:17])([F:16])[F:18])[C:9]2=[N:8][C:7]=1[C:5]([OH:6])=[O:4], predict the reactants needed to synthesize it. The reactants are: [Li+].[OH-].C[O:4][C:5]([C:7]1[N:8]=[C:9]2[C:14]([C:15]([F:18])([F:17])[F:16])=[CH:13][C:12]([C:19]3[CH2:23][CH2:22][CH2:21][CH:20]=3)=[CH:11][N:10]2[C:24]=1[Cl:25])=[O:6].Cl. (3) Given the product [CH3:14][CH:13]([S:10]([NH:9][CH2:8][CH:7]([O:6][C:5]1[CH:17]=[CH:18][C:2]([C:22]2[CH:21]=[CH:32][C:36]([O:35][CH:34]([CH3:33])[CH2:8][NH:9][S:10]([CH:13]([CH3:15])[CH3:14])(=[O:11])=[O:30])=[CH:19][CH:23]=2)=[CH:3][CH:4]=1)[CH3:16])(=[O:12])=[O:11])[CH3:15], predict the reactants needed to synthesize it. The reactants are: Br[C:2]1[CH:18]=[CH:17][C:5]([O:6][CH:7]([CH3:16])[CH2:8][NH:9][S:10]([CH:13]([CH3:15])[CH3:14])(=[O:12])=[O:11])=[CH:4][CH:3]=1.[CH:19]1(B(O)O)[CH2:23][CH2:22][CH2:21]C1.C(Cl)Cl.[OH-:30].[Na+].[CH2:32]1[CH2:36][O:35][CH2:34][CH2:33]1.